From a dataset of Catalyst prediction with 721,799 reactions and 888 catalyst types from USPTO. Predict which catalyst facilitates the given reaction. (1) Reactant: [NH:1]1[C:9]2[C:4](=[CH:5][CH:6]=[CH:7][CH:8]=2)[C:3]([C:10](=[O:12])[CH3:11])=[CH:2]1.[N:13]([CH2:16][CH2:17][CH2:18][N:19]1[C:27]2[C:22](=[CH:23][C:24]([CH3:28])=[CH:25][CH:26]=2)[C:21](=[O:29])[C:20]1=[O:30])=[N+:14]=[N-:15].CNC. Product: [NH:1]1[C:9]2[C:4](=[CH:5][CH:6]=[CH:7][CH:8]=2)[C:3]([C:10](=[O:12])[CH2:11][C:21]2([OH:29])[C:22]3[C:27](=[CH:26][CH:25]=[C:24]([CH3:28])[CH:23]=3)[N:19]([CH2:18][CH2:17][CH2:16][N:13]=[N+:14]=[N-:15])[C:20]2=[O:30])=[CH:2]1. The catalyst class is: 5. (2) Reactant: Br[C:2]1[C:10]2[O:9][C:8]3[CH:11]=[CH:12][C:13]([C:15]#[N:16])=[CH:14][C:7]=3[C:6]=2[CH:5]=[C:4]([F:17])[C:3]=1[OH:18].[C:19]1([CH3:28])[CH:24]=[CH:23][CH:22]=[CH:21][C:20]=1B(O)O.C(=O)([O-])[O-].[Na+].[Na+]. Product: [F:17][C:4]1[C:3]([OH:18])=[C:2]([C:20]2[CH:21]=[CH:22][CH:23]=[CH:24][C:19]=2[CH3:28])[C:10]2[O:9][C:8]3[CH:11]=[CH:12][C:13]([C:15]#[N:16])=[CH:14][C:7]=3[C:6]=2[CH:5]=1. The catalyst class is: 564. (3) Reactant: [OH:1][C:2]1[C:19]([N+:20]([O-])=O)=[CH:18][C:5]2[CH2:6][CH2:7][N:8]([C:11]([O:13][C:14]([CH3:17])([CH3:16])[CH3:15])=[O:12])[CH2:9][CH2:10][C:4]=2[CH:3]=1. Product: [NH2:20][C:19]1[C:2]([OH:1])=[CH:3][C:4]2[CH2:10][CH2:9][N:8]([C:11]([O:13][C:14]([CH3:16])([CH3:17])[CH3:15])=[O:12])[CH2:7][CH2:6][C:5]=2[CH:18]=1. The catalyst class is: 50. (4) Reactant: [Cl:1][C:2]1[C:3]2[CH:10]=[C:9]([CH3:11])[N:8](S(C3C=CC=CC=3)(=O)=O)[C:4]=2[N:5]=[CH:6][N:7]=1.CC([O-])(C)C.[K+].C([O-])(O)=O.[Na+]. Product: [Cl:1][C:2]1[C:3]2[CH:10]=[C:9]([CH3:11])[NH:8][C:4]=2[N:5]=[CH:6][N:7]=1. The catalyst class is: 1. (5) The catalyst class is: 98. Reactant: [CH3:1][C:2]([CH3:13])([O:4][C:5]([N:7]1[CH2:12][CH2:11][NH:10][CH2:9][CH2:8]1)=[O:6])[CH3:3].[N:14]1[CH:19]=[CH:18][C:17]([C:20](O)=[O:21])=[CH:16][CH:15]=1.N. Product: [CH3:3][C:2]([CH3:13])([O:4][C:5]([N:7]1[CH2:8][CH2:9][N:10]([C:20](=[O:21])[C:17]2[CH:18]=[CH:19][N:14]=[CH:15][CH:16]=2)[CH2:11][CH2:12]1)=[O:6])[CH3:1]. (6) Reactant: [C:1]1([C:7](=[O:11])[CH2:8][CH2:9][CH3:10])[CH:6]=[CH:5][CH:4]=[CH:3][CH:2]=1.[Li+].C[Si]([N-][Si](C)(C)C)(C)C.[CH2:22]([O:29][C:30]1[CH:35]=[C:34]([CH2:36]Br)[CH:33]=[CH:32][C:31]=1[N+:38]([O-:40])=[O:39])[C:23]1[CH:28]=[CH:27][CH:26]=[CH:25][CH:24]=1. Product: [CH2:22]([O:29][C:30]1[CH:35]=[C:34]([CH:33]=[CH:32][C:31]=1[N+:38]([O-:40])=[O:39])[CH2:36][CH:8]([CH2:9][CH3:10])[C:7]([C:1]1[CH:6]=[CH:5][CH:4]=[CH:3][CH:2]=1)=[O:11])[C:23]1[CH:28]=[CH:27][CH:26]=[CH:25][CH:24]=1. The catalyst class is: 1.